From a dataset of Reaction yield outcomes from USPTO patents with 853,638 reactions. Predict the reaction yield, written as a fraction of the theoretical maximum amount of product (1.0 means a 100% yield; for example, 0.34 means a 34% yield). (1) The reactants are [NH:1]1[CH:5]=[C:4]([C:6]2[CH:11]=[CH:10][N:9]=[C:8]3[N:12]([CH2:15][O:16][CH2:17][CH2:18][Si:19]([CH3:22])([CH3:21])[CH3:20])[CH:13]=[CH:14][C:7]=23)[CH:3]=[N:2]1.[C:23]([CH:25]=[C:26]1[CH2:29][N:28]([C:30]2[CH:41]=[CH:40][C:33]([C:34]([NH:36][CH:37]([CH3:39])[CH3:38])=[O:35])=[CH:32][CH:31]=2)[CH2:27]1)#[N:24].N12CCCN=C1CCCCC2.C(#N)C. No catalyst specified. The product is [C:23]([CH2:25][C:26]1([N:1]2[CH:5]=[C:4]([C:6]3[CH:11]=[CH:10][N:9]=[C:8]4[N:12]([CH2:15][O:16][CH2:17][CH2:18][Si:19]([CH3:22])([CH3:21])[CH3:20])[CH:13]=[CH:14][C:7]=34)[CH:3]=[N:2]2)[CH2:29][N:28]([C:30]2[CH:41]=[CH:40][C:33]([C:34]([NH:36][CH:37]([CH3:38])[CH3:39])=[O:35])=[CH:32][CH:31]=2)[CH2:27]1)#[N:24]. The yield is 0.843. (2) The yield is 1.00. The reactants are [N+:1]([C:4]1[CH:5]=[CH:6][C:7]([N:10]2[CH2:15][CH2:14][O:13][CH2:12][CH2:11]2)=[N:8][CH:9]=1)([O-])=O. The catalyst is [Pt]. The product is [N:10]1([C:7]2[N:8]=[CH:9][C:4]([NH2:1])=[CH:5][CH:6]=2)[CH2:15][CH2:14][O:13][CH2:12][CH2:11]1. (3) The product is [C:5]([C:19]1[C:10]([Cl:9])=[C:11]2[C:16](=[C:17]([CH3:20])[CH:18]=1)[S:15][CH2:14][CH2:13][C:12]2([CH3:22])[CH3:21])(=[O:7])[CH3:6]. The reactants are [Cl-].[Al+3].[Cl-].[Cl-].[C:5](Cl)(=[O:7])[CH3:6].[Cl:9][C:10]1[CH:19]=[CH:18][C:17]([CH3:20])=[C:16]2[C:11]=1[C:12]([CH3:22])([CH3:21])[CH2:13][CH2:14][S:15]2. The catalyst is C(Cl)Cl. The yield is 0.560.